From a dataset of Forward reaction prediction with 1.9M reactions from USPTO patents (1976-2016). Predict the product of the given reaction. (1) Given the reactants [NH2:1][C:2]1[CH:7]=[C:6]([C:8]2[S:9][CH:10]=[CH:11][CH:12]=2)[CH:5]=[CH:4][C:3]=1[NH:13][C:14](=[O:20])[O:15][C:16]([CH3:19])([CH3:18])[CH3:17].[CH3:21][N:22]([CH3:37])[C@H:23]1[CH2:27][CH2:26][N:25]([C:28]2[CH:36]=[CH:35][C:31]([C:32](O)=[O:33])=[CH:30][CH:29]=2)[CH2:24]1.C(O)(C)C.C(N(CC)CC)C, predict the reaction product. The product is: [CH3:21][N:22]([CH3:37])[C@H:23]1[CH2:27][CH2:26][N:25]([C:28]2[CH:36]=[CH:35][C:31]([C:32]([NH:1][C:2]3[CH:7]=[C:6]([C:8]4[S:9][CH:10]=[CH:11][CH:12]=4)[CH:5]=[CH:4][C:3]=3[NH:13][C:14](=[O:20])[O:15][C:16]([CH3:17])([CH3:19])[CH3:18])=[O:33])=[CH:30][CH:29]=2)[CH2:24]1. (2) Given the reactants [C:1]1([N:7]([C:14]2[CH:21]=[CH:20][C:17]([CH2:18][OH:19])=[CH:16][CH:15]=2)[C:8]2[CH:13]=[CH:12][CH:11]=[CH:10][CH:9]=2)[CH:6]=[CH:5][CH:4]=[CH:3][CH:2]=1.N1C=CC=CC=1.[C:28](OC(=O)C)(=[O:30])[CH3:29], predict the reaction product. The product is: [C:28]([O:19][CH2:18][C:17]1[CH:20]=[CH:21][C:14]([N:7]([C:1]2[CH:6]=[CH:5][CH:4]=[CH:3][CH:2]=2)[C:8]2[CH:13]=[CH:12][CH:11]=[CH:10][CH:9]=2)=[CH:15][CH:16]=1)(=[O:30])[CH3:29].